From a dataset of Forward reaction prediction with 1.9M reactions from USPTO patents (1976-2016). Predict the product of the given reaction. (1) Given the reactants [CH3:1][CH:2]1[C:13](=O)[C:12]2[C:4](=[C:5]3[C:9](=[CH:10][CH:11]=2)[CH2:8][C:7]([CH3:16])([CH3:15])[CH2:6]3)[CH2:3]1.[BH4-].[Na+].CO, predict the reaction product. The product is: [CH3:15][C:7]1([CH3:16])[CH2:8][C:9]2[C:5](=[C:4]3[C:12](=[CH:11][CH:10]=2)[CH2:13][C:2]([CH3:1])=[CH:3]3)[CH2:6]1. (2) Given the reactants [Li+].[Cl-].[CH:3]1[CH:8]=CC(P(C2C=CC=CC=2)C2C=CC=CC=2)=C[CH:4]=1.FC(F)(F)S(O[C:28]1[CH:33]=[C:32]([Cl:34])[C:31]([C:35]#[N:36])=[CH:30][C:29]=1[Cl:37])(=O)=O.C([Sn](CCCC)(CCCC)CCCC)C=C, predict the reaction product. The product is: [CH2:8]([C:28]1[C:29]([Cl:37])=[CH:30][C:31]([C:35]#[N:36])=[C:32]([Cl:34])[CH:33]=1)[CH:3]=[CH2:4]. (3) Given the reactants [CH2:1]([O:8][C:9]([CH:11]1[CH2:14][C:13](=O)[CH2:12]1)=[O:10])[C:2]1[CH:7]=[CH:6][CH:5]=[CH:4][CH:3]=1.[CH2:16]([NH:18][CH2:19][CH3:20])[CH3:17].C(O[BH-](OC(=O)C)OC(=O)C)(=O)C.[Na+].[Cl-].[NH4+], predict the reaction product. The product is: [CH2:1]([O:8][C:9]([C@H:11]1[CH2:14][C@@H:13]([N:18]([CH2:19][CH3:20])[CH2:16][CH3:17])[CH2:12]1)=[O:10])[C:2]1[CH:7]=[CH:6][CH:5]=[CH:4][CH:3]=1. (4) Given the reactants [CH3:1][O:2][C:3]1[C:12]([O:13][CH3:14])=[CH:11][C:10]2[N:9]=[CH:8][N:7]=[C:6]([NH:15][C:16]3[CH:21]=[CH:20][CH:19]=[CH:18][CH:17]=3)[C:5]=2[C:4]=1[NH2:22].[OH-].[Na+].[C:25](OC(=O)C)(=O)[CH3:26], predict the reaction product. The product is: [CH3:14][O:13][C:12]1[CH:11]=[C:10]2[C:5]3[C:6]([N:15]([C:16]4[CH:17]=[CH:18][CH:19]=[CH:20][CH:21]=4)[C:25]([CH3:26])=[N:22][C:4]=3[C:3]=1[O:2][CH3:1])=[N:7][CH:8]=[N:9]2. (5) Given the reactants [NH2:1][C:2]1[CH:7]=[C:6]([O:8][CH2:9][C:10]2[CH:15]=[CH:14][CH:13]=[C:12]([O:16][CH3:17])[CH:11]=2)[CH:5]=[CH:4][C:3]=1[S:18][C:19]1[CH:24]=[CH:23][C:22]([OH:25])=[CH:21][CH:20]=1.C([C:28]1[C:29]([N:34]=[CH:35][N:36]([CH3:38])C)=[N:30][CH:31]=[CH:32][CH:33]=1)#N.NC1C=C(OCC2C=CC=C(F)C=2)C=CC=1SC1C=CC(O)=CC=1, predict the reaction product. The product is: [CH3:17][O:16][C:12]1[CH:11]=[C:10]([CH:15]=[CH:14][CH:13]=1)[CH2:9][O:8][C:6]1[CH:5]=[CH:4][C:3]([S:18][C:19]2[CH:20]=[CH:21][C:22]([OH:25])=[CH:23][CH:24]=2)=[C:2]([NH:1][C:38]2[C:28]3[CH:33]=[CH:32][CH:31]=[N:30][C:29]=3[N:34]=[CH:35][N:36]=2)[CH:7]=1. (6) Given the reactants [O:1]([CH2:8][C:9](Cl)=[O:10])[C:2]1[CH:7]=[CH:6][CH:5]=[CH:4][CH:3]=1.ON1C2C=CC=CC=2N=N1.[CH3:22][O:23][C:24]1[CH:69]=[CH:68][C:27]([C:28]([O:43][CH2:44][C@H:45]2[O:49][C@@H:48]([N:50]3[C:59]4[N:58]=[CH:57][N:56]=[C:54]([NH2:55])[C:53]=4[N:52]=[CH:51]3)[C@H:47]([O:60][Si:61]([C:64]([CH3:67])([CH3:66])[CH3:65])([CH3:63])[CH3:62])[CH2:46]2)([C:37]2[CH:42]=[CH:41][CH:40]=[CH:39][CH:38]=2)[C:29]2[CH:34]=[CH:33][C:32]([O:35][CH3:36])=[CH:31][CH:30]=2)=[CH:26][CH:25]=1.C([O-])(O)=O.[Na+], predict the reaction product. The product is: [CH3:36][O:35][C:32]1[CH:33]=[CH:34][C:29]([C:28]([O:43][CH2:44][C@H:45]2[O:49][C@@H:48]([N:50]3[C:59]4[N:58]=[CH:57][N:56]=[C:54]([NH:55][C:9](=[O:10])[CH2:8][O:1][C:2]5[CH:7]=[CH:6][CH:5]=[CH:4][CH:3]=5)[C:53]=4[N:52]=[CH:51]3)[C@H:47]([O:60][Si:61]([C:64]([CH3:65])([CH3:66])[CH3:67])([CH3:62])[CH3:63])[CH2:46]2)([C:37]2[CH:38]=[CH:39][CH:40]=[CH:41][CH:42]=2)[C:27]2[CH:68]=[CH:69][C:24]([O:23][CH3:22])=[CH:25][CH:26]=2)=[CH:30][CH:31]=1.